This data is from Forward reaction prediction with 1.9M reactions from USPTO patents (1976-2016). The task is: Predict the product of the given reaction. (1) The product is: [CH2:13]([N:15]([CH2:21][CH3:22])[CH2:16][CH2:17][CH2:18][CH2:19][NH:20][CH2:11][C:2]1[CH:3]=[CH:4][C:5]2[C:10](=[CH:9][CH:8]=[CH:7][CH:6]=2)[CH:1]=1)[CH3:14]. Given the reactants [CH:1]1[C:10]2[C:5](=[CH:6][CH:7]=[CH:8][CH:9]=2)[CH:4]=[CH:3][C:2]=1[CH:11]=O.[CH2:13]([N:15]([CH2:21][CH3:22])[CH2:16][CH2:17][CH2:18][CH2:19][NH2:20])[CH3:14].[BH4-].[Na+].[OH-].[Na+], predict the reaction product. (2) Given the reactants Br.Br[CH2:3][C:4]1[N:5]=[C:6]2[C:11](=[N:12][CH:13]=1)[N:10]=[C:9]([NH2:14])[N:8]=[C:7]2[NH2:15].Cl.[C:17]([O:21][C:22](=[O:37])[CH:23]([NH2:36])[CH2:24][C:25]1[CH:30]=[CH:29][C:28]([O:31][C:32]([CH3:35])([CH3:34])[CH3:33])=[CH:27][CH:26]=1)([CH3:20])([CH3:19])[CH3:18].C(N(C(C)C)C(C)C)C.C(=O)(O)[O-], predict the reaction product. The product is: [C:17]([O:21][C:22](=[O:37])[CH:23]([NH:36][CH2:3][C:4]1[N:5]=[C:6]2[C:11](=[N:12][CH:13]=1)[N:10]=[C:9]([NH2:14])[N:8]=[C:7]2[NH2:15])[CH2:24][C:25]1[CH:26]=[CH:27][C:28]([O:31][C:32]([CH3:35])([CH3:34])[CH3:33])=[CH:29][CH:30]=1)([CH3:18])([CH3:20])[CH3:19]. (3) The product is: [CH3:16][N:9]1[C:8]2[CH:17]=[CH:18][C:5]([C:3]([OH:4])=[O:2])=[CH:6][C:7]=2[S:12](=[O:14])(=[O:13])[NH:11][C:10]1=[O:15]. Given the reactants C[O:2][C:3]([C:5]1[CH:18]=[CH:17][C:8]2[N:9]([CH3:16])[C:10](=[O:15])[NH:11][S:12](=[O:14])(=[O:13])[C:7]=2[CH:6]=1)=[O:4], predict the reaction product. (4) Given the reactants [OH:1][CH2:2][CH2:3][O:4][C:5]1[CH:10]=[CH:9][C:8]([N:11]=[N:12][C:13]2[CH:18]=[CH:17][C:16]([C:19]#[N:20])=[CH:15][CH:14]=2)=[CH:7][C:6]=1[C:21]#[N:22].C(N(CC)CC)C.[C:30](Cl)(=[O:34])[C:31]([CH3:33])=[CH2:32], predict the reaction product. The product is: [C:30]([O:1][CH2:2][CH2:3][O:4][C:5]1[CH:10]=[CH:9][C:8]([N:11]=[N:12][C:13]2[CH:18]=[CH:17][C:16]([C:19]#[N:20])=[CH:15][CH:14]=2)=[CH:7][C:6]=1[C:21]#[N:22])(=[O:34])[C:31]([CH3:33])=[CH2:32]. (5) Given the reactants Br[C:2]1[CH:7]=[CH:6][CH:5]=[CH:4][N:3]=1.[Cl:8][C:9]1[CH:14]=[CH:13][C:12](B(O)O)=[CH:11][C:10]=1[C:18]([O:20][CH3:21])=[O:19].C([O-])([O-])=O.[K+].[K+].CCOC(C)=O, predict the reaction product. The product is: [Cl:8][C:9]1[CH:14]=[CH:13][C:12]([C:2]2[CH:7]=[CH:6][CH:5]=[CH:4][N:3]=2)=[CH:11][C:10]=1[C:18]([O:20][CH3:21])=[O:19]. (6) Given the reactants [CH3:1][O:2][C:3](=[O:13])[C:4]1[CH:12]=[CH:11][CH:10]=[C:6]([C:7](O)=O)[CH:5]=1.C1N=CN(C(N2C=NC=C2)=O)C=1.[CH3:26][O:27][C:28]1[CH:33]=[CH:32][C:31]([C:34]2[CH:39]=[CH:38][N:37]=[C:36]([NH2:40])[C:35]=2[NH2:41])=[CH:30][CH:29]=1.O, predict the reaction product. The product is: [CH3:26][O:27][C:28]1[CH:29]=[CH:30][C:31]([C:34]2[CH:39]=[CH:38][N:37]=[C:36]3[NH:40][C:7]([C:6]4[CH:5]=[C:4]([CH:12]=[CH:11][CH:10]=4)[C:3]([O:2][CH3:1])=[O:13])=[N:41][C:35]=23)=[CH:32][CH:33]=1. (7) Given the reactants [C:1]1([CH2:7][NH:8][CH2:9][C@H:10]2[CH2:15][O:14][CH2:13][CH2:12][N:11]2[CH2:16][C:17]2[CH:22]=[CH:21][CH:20]=[CH:19][CH:18]=2)[CH:6]=[CH:5][CH:4]=[CH:3][CH:2]=1.C(N(CC)C(C)C)(C)C.Cl[C:33](=[O:39])[C:34]([O:36][CH2:37][CH3:38])=[O:35], predict the reaction product. The product is: [O:39]=[C:33]([N:8]([CH2:7][C:1]1[CH:2]=[CH:3][CH:4]=[CH:5][CH:6]=1)[CH2:9][C@H:10]1[CH2:15][O:14][CH2:13][CH2:12][N:11]1[CH2:16][C:17]1[CH:22]=[CH:21][CH:20]=[CH:19][CH:18]=1)[C:34]([O:36][CH2:37][CH3:38])=[O:35].